Task: Predict the reactants needed to synthesize the given product.. Dataset: Full USPTO retrosynthesis dataset with 1.9M reactions from patents (1976-2016) (1) Given the product [Br:1][C:2]1[CH:13]=[CH:12][C:5]([CH2:6][C:7]2([C:10]([OH:17])=[O:14])[CH2:9][CH2:8]2)=[CH:4][CH:3]=1, predict the reactants needed to synthesize it. The reactants are: [Br:1][C:2]1[CH:13]=[CH:12][C:5]([CH2:6][C:7]2([C:10]#N)[CH2:9][CH2:8]2)=[CH:4][CH:3]=1.[OH-:14].[Na+].C[OH:17]. (2) Given the product [CH3:33][C:21]1[CH:26]=[CH:25][C:24]([S:27]([NH:30][C:31]2[O:16][C:15]([CH2:14][C:12]3[S:13][C:9]4[CH:8]=[C:7]([C:1]5[CH:2]=[CH:3][CH:4]=[CH:5][CH:6]=5)[CH:20]=[CH:19][C:10]=4[N:11]=3)=[N:17][N:18]=2)(=[O:29])=[O:28])=[CH:23][CH:22]=1, predict the reactants needed to synthesize it. The reactants are: [C:1]1([C:7]2[CH:20]=[CH:19][C:10]3[N:11]=[C:12]([CH2:14][C:15]([NH:17][NH2:18])=[O:16])[S:13][C:9]=3[CH:8]=2)[CH:6]=[CH:5][CH:4]=[CH:3][CH:2]=1.[C:21]1([CH3:33])[CH:26]=[CH:25][C:24]([S:27]([N:30]=[C:31]=O)(=[O:29])=[O:28])=[CH:23][CH:22]=1.CCCP1(OP(CCC)(=O)OP(CCC)(=O)O1)=O. (3) Given the product [Br:11][C:4]1[O:3][C:2]([CH3:1])=[C:6]([C:7]([O:9][CH3:10])=[O:8])[CH:5]=1, predict the reactants needed to synthesize it. The reactants are: [CH3:1][C:2]1[O:3][CH:4]=[CH:5][C:6]=1[C:7]([O:9][CH3:10])=[O:8].[Br:11]N1C(=O)CCC1=O.O. (4) Given the product [NH2:15][C:16]1[CH:24]=[CH:23][CH:22]=[C:21]2[C:17]=1[CH:18]=[CH:19][N:20]2[C:25]([C:32]1[CH:33]=[CH:34][C:35]([Cl:38])=[CH:36][CH:37]=1)([CH2:30][CH3:31])[C:26]([O:28][CH3:29])=[O:27], predict the reactants needed to synthesize it. The reactants are: FC(F)(F)C(O)=O.C(OC([NH:15][C:16]1[CH:24]=[CH:23][CH:22]=[C:21]2[C:17]=1[CH:18]=[CH:19][N:20]2[C:25]([C:32]1[CH:37]=[CH:36][C:35]([Cl:38])=[CH:34][CH:33]=1)([CH2:30][CH3:31])[C:26]([O:28][CH3:29])=[O:27])=O)(C)(C)C. (5) Given the product [Cl:1][C:2]1[CH:7]=[CH:6][C:5]([NH:8][C:9](=[O:10])[NH:32][C:29]2[CH:30]=[CH:31][C:26]([C:24]3[N:25]=[C:21]([C:19]([NH:18][C@@H:13]([CH:12]([CH3:35])[CH3:11])[C:14]([O:16][CH3:17])=[O:15])=[O:20])[S:22][CH:23]=3)=[CH:27][CH:28]=2)=[CH:4][CH:3]=1, predict the reactants needed to synthesize it. The reactants are: [Cl:1][C:2]1[CH:7]=[CH:6][C:5]([N:8]=[C:9]=[O:10])=[CH:4][CH:3]=1.[CH3:11][CH:12]([CH3:35])[CH:13]([NH:18][C:19]([C:21]1[S:22][CH:23]=[C:24]([C:26]2[CH:31]=[CH:30][C:29]([N+:32]([O-])=O)=[CH:28][CH:27]=2)[N:25]=1)=[O:20])[C:14]([O:16][CH3:17])=[O:15]. (6) Given the product [F:1][C:2]1([F:18])[CH2:5][C:4]([C:6]([O:8][CH:9]([CH3:10])[CH3:11])=[O:7])([C:12]([OH:14])=[O:13])[CH2:3]1, predict the reactants needed to synthesize it. The reactants are: [F:1][C:2]1([F:18])[CH2:5][C:4]([C:12]([O:14]C(C)C)=[O:13])([C:6]([O:8][CH:9]([CH3:11])[CH3:10])=[O:7])[CH2:3]1.[OH-].[Na+]. (7) The reactants are: CC1C=CC(P(C2C=CC3C(=CC=CC=3)C=2C2C3C(=CC=CC=3)C=CC=2P(C2C=CC(C)=CC=2)C2C=CC(C)=CC=2)C2C=CC(C)=CC=2)=CC=1.[CH3:51][O:52][C:53](=[O:62])[CH2:54][CH2:55][C:56]1[CH2:60][CH2:59][C:58](=[O:61])[CH:57]=1.CCCCCC. Given the product [CH3:51][O:52][C:53](=[O:62])[CH2:54][CH2:55][CH:56]1[CH2:60][CH2:59][C:58](=[O:61])[CH2:57]1, predict the reactants needed to synthesize it.